From a dataset of Full USPTO retrosynthesis dataset with 1.9M reactions from patents (1976-2016). Predict the reactants needed to synthesize the given product. (1) Given the product [C:1]([C:5]1[CH:10]=[C:9]([C:11]([F:14])([F:12])[F:13])[C:8]([NH2:15])=[CH:7][C:6]=1[O:18][CH3:19])([CH3:4])([CH3:2])[CH3:3], predict the reactants needed to synthesize it. The reactants are: [C:1]([C:5]1[CH:10]=[C:9]([C:11]([F:14])([F:13])[F:12])[C:8]([N+:15]([O-])=O)=[CH:7][C:6]=1[O:18][CH3:19])([CH3:4])([CH3:3])[CH3:2].C([O-])=O.[NH4+]. (2) Given the product [Cl:1][S:2]([C:9]1[CH:10]=[CH:11][C:6]([CH2:12][C:13]([OH:15])=[O:14])=[CH:7][CH:8]=1)(=[O:5])=[O:3], predict the reactants needed to synthesize it. The reactants are: [Cl:1][S:2]([OH:5])(=O)=[O:3].[C:6]1([CH2:12][C:13]([OH:15])=[O:14])[CH:11]=[CH:10][CH:9]=[CH:8][CH:7]=1. (3) Given the product [CH3:4][C:2]([Si:5]([CH3:33])([CH3:32])[O:6][C@H:7]1[CH2:8][NH:9][CH2:10][C@@H:11]([CH2:13][NH:14][C:15](=[O:16])[O:17][C:18]([CH3:21])([CH3:20])[CH3:19])[CH2:12]1)([CH3:1])[CH3:3], predict the reactants needed to synthesize it. The reactants are: [CH3:1][C:2]([Si:5]([CH3:33])([CH3:32])[O:6][C@H:7]1[CH2:12][C@@H:11]([CH2:13][NH:14][C:15]([O:17][C:18]([CH3:21])([CH3:20])[CH3:19])=[O:16])[CH2:10][N:9](C(OCC2C=CC=CC=2)=O)[CH2:8]1)([CH3:4])[CH3:3].[H][H].N#N. (4) Given the product [C:1]1([C:7]2[O:8][C:9]([C:27]([F:28])([F:29])[F:30])=[C:10]([C:12]([NH:14][C:15]3[CH:20]=[CH:19][C:18]([N:21]4[CH2:26][CH2:25][N:24]([C:32]([O:34][C:35]5[CH:40]=[CH:39][C:38]([CH3:41])=[CH:37][CH:36]=5)=[O:33])[CH2:23][CH2:22]4)=[N:17][CH:16]=3)=[O:13])[N:11]=2)[CH:2]=[CH:3][CH:4]=[CH:5][CH:6]=1, predict the reactants needed to synthesize it. The reactants are: [C:1]1([C:7]2[O:8][C:9]([C:27]([F:30])([F:29])[F:28])=[C:10]([C:12]([NH:14][C:15]3[CH:16]=[N:17][C:18]([N:21]4[CH2:26][CH2:25][NH:24][CH2:23][CH2:22]4)=[CH:19][CH:20]=3)=[O:13])[N:11]=2)[CH:6]=[CH:5][CH:4]=[CH:3][CH:2]=1.Cl[C:32]([O:34][C:35]1[CH:40]=[CH:39][C:38]([CH3:41])=[CH:37][CH:36]=1)=[O:33]. (5) Given the product [N+:9]([C:12]1[CH:13]=[CH:14][C:15]([C:18]2[O:22][C:21]([CH:23]=[N:1][C:2]3[CH:7]=[CH:6][CH:5]=[CH:4][C:3]=3[OH:8])=[CH:20][CH:19]=2)=[CH:16][CH:17]=1)([O-:11])=[O:10], predict the reactants needed to synthesize it. The reactants are: [NH2:1][C:2]1[CH:7]=[CH:6][CH:5]=[CH:4][C:3]=1[OH:8].[N+:9]([C:12]1[CH:17]=[CH:16][C:15]([C:18]2[O:22][C:21]([CH:23]=O)=[CH:20][CH:19]=2)=[CH:14][CH:13]=1)([O-:11])=[O:10]. (6) Given the product [NH2:33][C:28]1[CH:27]=[C:26]([C:14]2[C:15](=[O:25])[N:16]([C:19]3[CH:24]=[CH:23][CH:22]=[CH:21][CH:20]=3)[C:17]3[C:12]([CH:13]=2)=[CH:11][N:10]=[C:9]([NH:8][CH3:7])[CH:18]=3)[CH:31]=[CH:30][C:29]=1[F:32], predict the reactants needed to synthesize it. The reactants are: COC1C=CC([CH2:7][N:8](C)[C:9]2[CH:18]=[C:17]3[C:12]([CH:13]=[C:14]([C:26]4[CH:31]=[CH:30][C:29]([F:32])=[C:28]([NH2:33])[CH:27]=4)[C:15](=[O:25])[N:16]3[C:19]3[CH:24]=[CH:23][CH:22]=[CH:21][CH:20]=3)=[CH:11][N:10]=2)=CC=1.C(C(O)=O)(F)(F)F. (7) Given the product [F:1][C:2]([F:27])([F:26])[CH:3]([C:17]1[CH:22]=[C:21]([Cl:23])[C:20]([Cl:24])=[C:19]([Cl:25])[CH:18]=1)/[CH:4]=[CH:5]/[C:6]1[CH:7]=[C:8]2[C:13](=[CH:14][CH:15]=1)[C:12](=[N:29][OH:30])[CH2:11][CH2:10][CH2:9]2, predict the reactants needed to synthesize it. The reactants are: [F:1][C:2]([F:27])([F:26])[CH:3]([C:17]1[CH:22]=[C:21]([Cl:23])[C:20]([Cl:24])=[C:19]([Cl:25])[CH:18]=1)/[CH:4]=[CH:5]/[C:6]1[CH:7]=[C:8]2[C:13](=[CH:14][CH:15]=1)[C:12](=O)[CH2:11][CH2:10][CH2:9]2.Cl.[NH2:29][OH:30].C([O-])(=O)C.[Na+]. (8) Given the product [CH2:1]([O:3][C:4]([C:6]1[CH:11]=[CH:10][N:9]([CH2:33][O:32][CH2:31][CH2:30][Si:29]([CH3:36])([CH3:35])[CH3:28])[C:8](=[O:12])[CH:7]=1)=[O:5])[CH3:2], predict the reactants needed to synthesize it. The reactants are: [CH2:1]([O:3][C:4]([C:6]1[CH:11]=[CH:10][NH:9][C:8](=[O:12])[CH:7]=1)=[O:5])[CH3:2].C(=O)([O-])[O-].[K+].[K+].C(N(C(C)C)CC)(C)C.[CH3:28][Si:29]([CH3:36])([CH3:35])[CH2:30][CH2:31][O:32][CH2:33]Cl. (9) Given the product [N:8]1([C:6]([O:5][C:1]([CH3:4])([CH3:2])[CH3:3])=[O:7])[CH2:13][CH2:12][CH:11]([C:14]([O:16][CH2:24][Cl:25])=[O:15])[CH2:10][CH2:9]1, predict the reactants needed to synthesize it. The reactants are: [C:1]([O:5][C:6]([N:8]1[CH2:13][CH2:12][CH:11]([C:14]([OH:16])=[O:15])[CH2:10][CH2:9]1)=[O:7])([CH3:4])([CH3:3])[CH3:2].C(=O)([O-])[O-].[Cs+].[Cs+].Br[CH2:24][Cl:25]. (10) Given the product [CH2:6]([C:9]1([CH:13]([OH:14])[CH2:3][C:2]#[CH:1])[CH2:12][CH2:11][CH2:10]1)[CH2:7][CH3:8], predict the reactants needed to synthesize it. The reactants are: [CH2:1](Br)[C:2]#[CH:3].[Mg].[CH2:6]([C:9]1([CH:13]=[O:14])[CH2:12][CH2:11][CH2:10]1)[CH2:7][CH3:8].